The task is: Predict which catalyst facilitates the given reaction.. This data is from Catalyst prediction with 721,799 reactions and 888 catalyst types from USPTO. (1) Reactant: C[O:2][C:3](=[O:32])[C:4]1[CH:9]=[CH:8][C:7]([O:10][C:11]2[S:12][C:13]3[CH:19]=[C:18]([CH:20]([N:27]4[CH:31]=[CH:30][N:29]=[CH:28]4)[CH:21]([N:24]([CH3:26])[CH3:25])[CH2:22][CH3:23])[CH:17]=[CH:16][C:14]=3[N:15]=2)=[CH:6][CH:5]=1.O.[OH-].[Li+]. The catalyst class is: 38. Product: [CH3:25][N:24]([CH3:26])[CH:21]([CH2:22][CH3:23])[CH:20]([C:18]1[CH:17]=[CH:16][C:14]2[N:15]=[C:11]([O:10][C:7]3[CH:8]=[CH:9][C:4]([C:3]([OH:32])=[O:2])=[CH:5][CH:6]=3)[S:12][C:13]=2[CH:19]=1)[N:27]1[CH:31]=[CH:30][N:29]=[CH:28]1. (2) Reactant: C(=O)([O-])[O-].[K+].[K+].[CH2:7]([O:9][C:10]([C@@H:12]1[CH2:16][C:15]([C:17]2[CH:22]=[CH:21][C:20]([CH3:23])=[CH:19][N:18]=2)=[C:14]([CH3:24])[C@H:13]1[O:25]C(=O)C)=[O:11])[CH3:8]. Product: [CH2:7]([O:9][C:10]([C@@H:12]1[CH2:16][C:15]([C:17]2[CH:22]=[CH:21][C:20]([CH3:23])=[CH:19][N:18]=2)=[C:14]([CH3:24])[C@H:13]1[OH:25])=[O:11])[CH3:8]. The catalyst class is: 8.